Dataset: Full USPTO retrosynthesis dataset with 1.9M reactions from patents (1976-2016). Task: Predict the reactants needed to synthesize the given product. Given the product [CH3:1][O:2][C:3]1[N:8]2[N:9]=[C:10]([C:12]([F:15])([F:13])[F:14])[CH:11]=[C:7]2[C:6]([C:16]([C:18]2[CH:23]=[CH:22][CH:21]=[CH:20][CH:19]=2)=[O:17])=[CH:5][CH:4]=1, predict the reactants needed to synthesize it. The reactants are: [CH3:1][O:2][C:3]1[N:8]2[N:9]=[C:10]([C:12]([F:15])([F:14])[F:13])[CH:11]=[C:7]2[C:6]([CH:16]([C:18]2[CH:23]=[CH:22][CH:21]=[CH:20][CH:19]=2)[OH:17])=[CH:5][CH:4]=1.